This data is from Reaction yield outcomes from USPTO patents with 853,638 reactions. The task is: Predict the reaction yield, written as a fraction of the theoretical maximum amount of product (1.0 means a 100% yield; for example, 0.34 means a 34% yield). (1) The yield is 0.790. The catalyst is CN(C=O)C. The reactants are [H-].[Na+].[CH2:3]([OH:10])[C:4]1[CH:9]=[CH:8][CH:7]=[CH:6][CH:5]=1.Cl[C:12]1[CH:17]=[CH:16][N:15]=[C:14]([CH3:18])[CH:13]=1. The product is [CH2:3]([O:10][C:12]1[CH:17]=[CH:16][N:15]=[C:14]([CH3:18])[CH:13]=1)[C:4]1[CH:9]=[CH:8][CH:7]=[CH:6][CH:5]=1. (2) The catalyst is CCOC(C)=O.CCCCCC. The yield is 0.950. The product is [C:10]([C:2]1[S:1][C:5]2[CH:6]=[CH:7][CH:8]=[CH:9][C:4]=2[N:3]=1)#[N:12]. The reactants are [S:1]1[C:5]2[CH:6]=[CH:7][CH:8]=[CH:9][C:4]=2[N:3]=[C:2]1[C:10]([NH2:12])=O.N1C=CC=CC=1.O=P(Cl)(Cl)Cl. (3) The reactants are [Cl:1][C:2]1[CH:7]=[CH:6][C:5]([O:8][C:9]([N:11]2[CH2:16][CH2:15][CH:14]([C:17]#[C:18][CH2:19]OS(C)(=O)=O)[CH2:13][CH2:12]2)=[O:10])=[CH:4][CH:3]=1.C[CH:26]=[CH:27][CH2:28][NH2:29].[OH-].[Na+].[CH3:32]O. No catalyst specified. The product is [Cl:1][C:2]1[CH:7]=[CH:6][C:5]([O:8][C:9]([N:11]2[CH2:16][CH2:15][CH:14]([C:17]#[C:18][CH2:19][N:29]([CH2:28][CH:27]=[CH2:26])[CH3:32])[CH2:13][CH2:12]2)=[O:10])=[CH:4][CH:3]=1. The yield is 0.700. (4) The reactants are [F:1][C:2]1[CH:3]=[C:4]2[C:8](=[CH:9][CH:10]=1)[NH:7][N:6]=[C:5]2[I:11].[Cl:12][CH2:13][C:14]#[C:15][CH2:16]O. No catalyst specified. The product is [Cl:12][CH2:13][C:14]#[C:15][CH2:16][N:7]1[C:8]2[C:4](=[CH:3][C:2]([F:1])=[CH:10][CH:9]=2)[C:5]([I:11])=[N:6]1. The yield is 0.580. (5) The reactants are N1(OC(N(C)C)=[N+](C)C)C2N=CC=CC=2N=N1.F[P-](F)(F)(F)(F)F.[C:25]([N:32]1[CH2:37][CH2:36][O:35][CH2:34][C@H:33]1[C:38]([OH:40])=O)([O:27]C(C)(C)C)=[O:26].C(N(CC)C(C)C)(C)C.[NH2:50][CH2:51][C:52]1[CH:53]=[C:54]([CH2:58][N:59]2[C:67]3[C:62](=[C:63]([OH:68])[CH:64]=[CH:65][CH:66]=3)[C:61]([NH:69][S:70]([C:73]3[S:74][C:75]([Cl:78])=[CH:76][CH:77]=3)(=[O:72])=[O:71])=[N:60]2)[CH:55]=[CH:56][CH:57]=1. The catalyst is CN(C)C=O. The product is [CH:25]([OH:27])=[O:26].[Cl:78][C:75]1[S:74][C:73]([S:70]([NH:69][C:61]2[C:62]3[C:67](=[CH:66][CH:65]=[CH:64][C:63]=3[OH:68])[N:59]([CH2:58][C:54]3[CH:53]=[C:52]([CH2:51][NH:50][C:38]([C@@H:33]4[CH2:34][O:35][CH2:36][CH2:37][NH:32]4)=[O:40])[CH:57]=[CH:56][CH:55]=3)[N:60]=2)(=[O:71])=[O:72])=[CH:77][CH:76]=1. The yield is 0.190. (6) The reactants are C(Cl)CCl.[N:5]1[CH:10]=[CH:9][CH:8]=[C:7](/[CH:11]=[CH:12]/[C:13]([OH:15])=O)[CH:6]=1.[CH3:16][N:17]1[C:25]2[C:20](=[CH:21][CH:22]=[CH:23][CH:24]=2)[CH:19]=[C:18]1[CH2:26][NH:27][CH3:28].C1C=CC2N(O)N=NC=2C=1.O. The catalyst is CN(C=O)C. The product is [CH3:28][N:27]([CH2:26][C:18]1[N:17]([CH3:16])[C:25]2[C:20]([CH:19]=1)=[CH:21][CH:22]=[CH:23][CH:24]=2)[C:13](=[O:15])/[CH:12]=[CH:11]/[C:7]1[CH:6]=[N:5][CH:10]=[CH:9][CH:8]=1. The yield is 0.400. (7) The reactants are C[O:2][C:3]1[N:4]=[N:5][C:6]([S:9]([C:12]2[O:13][C:14]3[CH:21]=[CH:20][C:19]([F:22])=[CH:18][C:15]=3[C:16]=2[CH3:17])(=[O:11])=[O:10])=[CH:7][CH:8]=1.Cl. The catalyst is O1CCOCC1. The product is [F:22][C:19]1[CH:20]=[CH:21][C:14]2[O:13][C:12]([S:9]([C:6]3[CH:7]=[CH:8][C:3](=[O:2])[NH:4][N:5]=3)(=[O:11])=[O:10])=[C:16]([CH3:17])[C:15]=2[CH:18]=1. The yield is 0.840. (8) The reactants are [F:1][C:2]1[CH:3]=[C:4]([CH:12]2[CH2:16][CH2:15][CH2:14][N:13]2[C:17]([O:19][CH2:20][C:21]2[CH:26]=[CH:25][CH:24]=[CH:23][CH:22]=2)=[O:18])[CH:5]=[CH:6][C:7]=1[C:8]([O:10]C)=[O:9].O.[OH-].[Li+].Cl. The catalyst is O1CCCC1.O.CO. The product is [CH2:20]([O:19][C:17]([N:13]1[CH2:14][CH2:15][CH2:16][CH:12]1[C:4]1[CH:5]=[CH:6][C:7]([C:8]([OH:10])=[O:9])=[C:2]([F:1])[CH:3]=1)=[O:18])[C:21]1[CH:22]=[CH:23][CH:24]=[CH:25][CH:26]=1. The yield is 0.980. (9) The reactants are [Br:1][C:2]1[CH:7]=[CH:6][CH:5]=[CH:4][C:3]=1[N:8]=[C:9]=[O:10].[C:11]([C:15]1[CH:22]=[CH:21][C:18]([CH2:19][NH2:20])=[CH:17][CH:16]=1)([CH3:14])([CH3:13])[CH3:12].[C:23](Cl)(=[O:28])[CH2:24][C:25](Cl)=[O:26]. The catalyst is ClCCl. The product is [Br:1][C:2]1[CH:7]=[CH:6][CH:5]=[CH:4][C:3]=1[N:8]1[C:25](=[O:26])[CH2:24][C:23](=[O:28])[N:20]([CH2:19][C:18]2[CH:17]=[CH:16][C:15]([C:11]([CH3:14])([CH3:12])[CH3:13])=[CH:22][CH:21]=2)[C:9]1=[O:10]. The yield is 0.720. (10) The reactants are C([O-])(=O)C.[O:5]=[C:6]1[C@H:9]([NH3+:10])[CH2:8][NH:7]1.CCN(CC)CC.[C:18](Cl)(=[O:27])[CH2:19][CH2:20][CH2:21][CH2:22][CH2:23][CH2:24][CH2:25][CH3:26].CCOC(C)=O. The catalyst is C(Cl)Cl. The product is [O:5]=[C:6]1[C@H:9]([NH:10][C:18](=[O:27])[CH2:19][CH2:20][CH2:21][CH2:22][CH2:23][CH2:24][CH2:25][CH3:26])[CH2:8][NH:7]1. The yield is 0.320.